Predict the product of the given reaction. From a dataset of Forward reaction prediction with 1.9M reactions from USPTO patents (1976-2016). (1) Given the reactants [NH2:1][C:2]1[C:3]([F:12])=[C:4]([CH:9]=[CH:10][CH:11]=1)[C:5]([O:7][CH3:8])=[O:6].N1C=CC=CC=1.[F:19][C:20]1[CH:25]=[CH:24][C:23]([F:26])=[CH:22][C:21]=1[S:27](Cl)(=[O:29])=[O:28], predict the reaction product. The product is: [F:19][C:20]1[CH:25]=[CH:24][C:23]([F:26])=[CH:22][C:21]=1[S:27]([NH:1][C:2]1[C:3]([F:12])=[C:4]([CH:9]=[CH:10][CH:11]=1)[C:5]([O:7][CH3:8])=[O:6])(=[O:29])=[O:28]. (2) Given the reactants Cl.Cl.[O:3]1[C:7]2[CH:8]=[CH:9][CH:10]=[C:11]([CH:12]3[CH2:17][CH2:16][N:15]([CH2:18][CH2:19][C@H:20]4[CH2:25][CH2:24][C@H:23]([NH2:26])[CH2:22][CH2:21]4)[CH2:14][CH2:13]3)[C:6]=2[CH2:5][CH2:4]1.[CH3:27][C:28]1[CH:36]=[CH:35][C:31]([C:32](O)=[O:33])=[CH:30][N:29]=1, predict the reaction product. The product is: [O:3]1[C:7]2[CH:8]=[CH:9][CH:10]=[C:11]([CH:12]3[CH2:17][CH2:16][N:15]([CH2:18][CH2:19][C@H:20]4[CH2:21][CH2:22][C@H:23]([NH:26][C:32](=[O:33])[C:31]5[CH:35]=[CH:36][C:28]([CH3:27])=[N:29][CH:30]=5)[CH2:24][CH2:25]4)[CH2:14][CH2:13]3)[C:6]=2[CH2:5][CH2:4]1. (3) Given the reactants [CH3:1][C:2]1([CH3:15])[CH2:11][CH2:10][C:9]2[C:4](=[C:5]([C:12]([OH:14])=[O:13])[CH:6]=[CH:7][CH:8]=2)[O:3]1.[Si](C=[N+]=[N-])(C)(C)[CH3:17].C(O)(=O)C, predict the reaction product. The product is: [CH3:1][C:2]1([CH3:15])[CH2:11][CH2:10][C:9]2[C:4](=[C:5]([C:12]([O:14][CH3:17])=[O:13])[CH:6]=[CH:7][CH:8]=2)[O:3]1. (4) Given the reactants [CH3:1][O:2][C:3]([CH:5]1[CH:9](O)[CH:8]([CH:11]([CH3:13])[CH3:12])[CH2:7][N:6]1[S:14]([C:17]1[CH:22]=[CH:21][C:20]([CH3:23])=[CH:19][CH:18]=1)(=[O:16])=[O:15])=[O:4].O=P(Cl)(Cl)Cl, predict the reaction product. The product is: [CH3:1][O:2][C:3]([C:5]1[N:6]([S:14]([C:17]2[CH:22]=[CH:21][C:20]([CH3:23])=[CH:19][CH:18]=2)(=[O:15])=[O:16])[CH2:7][CH:8]([CH:11]([CH3:13])[CH3:12])[CH:9]=1)=[O:4]. (5) The product is: [Cl:1][C:2]1[N:3]=[C:4]([CH3:9])[CH:5]=[C:6]([N:10]2[CH2:14][CH2:13][CH2:12][CH2:11]2)[N:7]=1. Given the reactants [Cl:1][C:2]1[N:7]=[C:6](Cl)[CH:5]=[C:4]([CH3:9])[N:3]=1.[NH:10]1[CH2:14][CH2:13][CH2:12][CH2:11]1, predict the reaction product. (6) Given the reactants [Cl:1][C:2]1[CH:7]=[C:6]([Cl:8])[CH:5]=[CH:4][C:3]=1[CH2:9][CH2:10][NH:11][C:12]1[N:17]=[C:16]([O:18][CH3:19])[N:15]=[C:14]([C:20]2[CH:21]=[C:22]([CH:26]=[CH:27][CH:28]=2)[C:23](O)=[O:24])[CH:13]=1.C(N(C(C)C)CC)(C)C.Cl.[CH2:39]([O:41][C:42](=[O:45])[CH2:43][NH2:44])[CH3:40].O, predict the reaction product. The product is: [CH2:39]([O:41][C:42](=[O:45])[CH2:43][NH:44][C:23](=[O:24])[C:22]1[CH:26]=[CH:27][CH:28]=[C:20]([C:14]2[CH:13]=[C:12]([NH:11][CH2:10][CH2:9][C:3]3[CH:4]=[CH:5][C:6]([Cl:8])=[CH:7][C:2]=3[Cl:1])[N:17]=[C:16]([O:18][CH3:19])[N:15]=2)[CH:21]=1)[CH3:40]. (7) Given the reactants [CH:1]1[C:13]2[CH:12]([CH:14]([CH:16]3[C:28]4[CH:27]=[CH:26][CH:25]=[CH:24][C:23]=4[C:22]4[C:17]3=[CH:18][CH:19]=[CH:20][CH:21]=4)[CH3:15])[C:11]3[C:6](=[CH:7][CH:8]=[CH:9][CH:10]=3)[C:5]=2[CH:4]=[CH:3][CH:2]=1.CN(C)[CH:31]=[O:32], predict the reaction product. The product is: [CH:10]1[C:11]2[CH:12]([CH:14]([CH:16]3[C:28]4[CH:27]=[CH:26][CH:25]=[CH:24][C:23]=4[C:22]4[C:17]3=[CH:18][CH:19]=[CH:20][CH:21]=4)[CH3:15])[C:13]3[C:5](=[CH:4][CH:3]=[CH:2][CH:1]=3)[C:6]=2[CH:7]=[CH:8][CH:9]=1.[CH2:31]=[O:32]. (8) Given the reactants C([O:5][N:6]=[C:7]1[C:16]2[C:11](=[CH:12][CH:13]=[C:14]([OH:17])[CH:15]=2)[O:10][C:9]([C:18]2[N:23]=[CH:22][C:21]3[CH:24]=[CH:25][S:26][C:20]=3[CH:19]=2)=[CH:8]1)(C)(C)C.Cl.[Cl:28][CH2:29][CH2:30][CH2:31][C:32]1[CH:37]=[CH:36][N:35]=[CH:34][CH:33]=1.N1C=CC(CCCO)=CC=1, predict the reaction product. The product is: [ClH:28].[N:35]1[CH:36]=[CH:37][C:32]([CH2:31][CH2:30][CH2:29][O:17][C:14]2[CH:15]=[C:16]3[C:11](=[CH:12][CH:13]=2)[O:10][C:9]([C:18]2[N:23]=[CH:22][C:21]4[CH:24]=[CH:25][S:26][C:20]=4[CH:19]=2)=[CH:8][C:7]3=[N:6][OH:5])=[CH:33][CH:34]=1.